From a dataset of Peptide-MHC class II binding affinity with 134,281 pairs from IEDB. Regression. Given a peptide amino acid sequence and an MHC pseudo amino acid sequence, predict their binding affinity value. This is MHC class II binding data. The peptide sequence is MFIRNCARKVFNDIK. The MHC is DRB3_0101 with pseudo-sequence DRB3_0101. The binding affinity (normalized) is 0.396.